This data is from Reaction yield outcomes from USPTO patents with 853,638 reactions. The task is: Predict the reaction yield, written as a fraction of the theoretical maximum amount of product (1.0 means a 100% yield; for example, 0.34 means a 34% yield). (1) The reactants are [F:1][C:2]1[CH:7]=[CH:6][C:5]([NH:8][CH:9]=O)=[CH:4][C:3]=1[NH:11][C:12](=[O:18])[O:13][C:14]([CH3:17])([CH3:16])[CH3:15].CO.C(O)(=O)C. The catalyst is O1CCCC1. The product is [F:1][C:2]1[CH:7]=[CH:6][C:5]([NH:8][CH3:9])=[CH:4][C:3]=1[NH:11][C:12](=[O:18])[O:13][C:14]([CH3:16])([CH3:15])[CH3:17]. The yield is 0.730. (2) No catalyst specified. The reactants are [NH2:1][C:2]1[C:11]2[C:6](=[C:7](Br)[CH:8]=[CH:9][CH:10]=2)[N:5]=[N:4][C:3]=1[C:13]([NH:15][CH2:16][CH2:17][CH3:18])=[O:14].[F:19][C:20]1[CH:25]=[C:24]([CH3:26])[CH:23]=[CH:22][C:21]=1B(O)O. The product is [NH2:1][C:2]1[C:11]2[C:6](=[C:7]([C:21]3[CH:22]=[CH:23][C:24]([CH3:26])=[CH:25][C:20]=3[F:19])[CH:8]=[CH:9][CH:10]=2)[N:5]=[N:4][C:3]=1[C:13]([NH:15][CH2:16][CH2:17][CH3:18])=[O:14]. The yield is 0.860. (3) The reactants are [C:1]([C:6]1([CH:19]2[CH2:24][CH2:23][CH2:22][CH2:21][CH2:20]2)[CH2:11][CH2:10][N:9](C(OC(C)(C)C)=O)[CH2:8][CH2:7]1)(=[O:5])[CH2:2][CH2:3][CH3:4].FC(F)(F)C(O)=O.[OH-].[Na+]. The catalyst is ClCCl. The product is [CH:19]1([C:6]2([C:1](=[O:5])[CH2:2][CH2:3][CH3:4])[CH2:7][CH2:8][NH:9][CH2:10][CH2:11]2)[CH2:20][CH2:21][CH2:22][CH2:23][CH2:24]1. The yield is 1.00. (4) The reactants are [C:1]1([CH2:7][NH:8][CH:9]2[CH2:14][CH2:13][CH2:12][NH:11][CH2:10]2)[CH:6]=[CH:5][CH:4]=[CH:3][CH:2]=1.[O:15]=[C:16](Cl)OC(Cl)(Cl)Cl. The catalyst is C1(C)C=CC=CC=1. The product is [C:1]1([CH2:7][N:8]2[C:16](=[O:15])[N:11]3[CH2:10][CH:9]2[CH2:14][CH2:13][CH2:12]3)[CH:2]=[CH:3][CH:4]=[CH:5][CH:6]=1. The yield is 0.300.